From a dataset of B-cell epitopes from IEDB database with 3,159 antigens for binding position prediction. Token-level Classification. Given an antigen amino acid sequence, predict which amino acid positions are active epitope sites capable of antibody binding. Output is a list of indices for active positions. Given the antigen sequence: MLAEYVSPQPADGSSAGGQQQESSVSSQSDQASTSSQLGADSSSAGGQQQESSVSSQSGQASTSSQLGTDSSSASGQQQESSVSSQSGQASTSSQSGANWRQEMRSKVASVEYILAARALISVGVYAAQGEIAKSQGCAPLRVAEVEEIVRDGLVRSHFHDSGLSLGSIRLVLMQVGDKLGLQGLKIGEGYATYLAQAFADNVVVAADVQSGGACSASLDSAIANVETSWSLHGGLVSKDFDRDTKVERGDLEAFVDFMFGGVSYNDGNASAARSVLETLAGHVDALGISYNQLDKLDADTLYSVVSFSAGSAIDRGAVSDAADKFRVMMFGGAPAGQEKTAEPEHEAATPSASSVPSTVHGKVVDAVDRAKEAAKQAYAGVRKRYVAKPSDTTTQLVVAITALLITAFAICACLEPRLIGASGPLIWGCLALVALLPLLGMAVHTAVSASSQKKAAGGAQRVAAQERSRELSRARQEDQQKLHVPAILTGLSVLVFIAA..., which amino acid positions are active epitope sites? The epitope positions are: [256, 257, 258, 259, 260, 261, 262, 263, 264, 265, 266, 267, 268, 269, 270, 271]. The amino acids at these positions are: DFMFGGVSYNDGNASA.